The task is: Predict the product of the given reaction.. This data is from Forward reaction prediction with 1.9M reactions from USPTO patents (1976-2016). Given the reactants [O:1]1[CH2:5][CH2:4][CH:3]([CH2:6][OH:7])[CH2:2]1.C(N(CC)CC)C.[CH3:15][S:16](Cl)(=[O:18])=[O:17].C([O-])(O)=O.[Na+], predict the reaction product. The product is: [CH3:15][S:16]([O:7][CH2:6][CH:3]1[CH2:4][CH2:5][O:1][CH2:2]1)(=[O:18])=[O:17].